This data is from Retrosynthesis with 50K atom-mapped reactions and 10 reaction types from USPTO. The task is: Predict the reactants needed to synthesize the given product. (1) Given the product CC(C)(C)OC(=O)N1CC[C@@H](N)C1, predict the reactants needed to synthesize it. The reactants are: CC(C)(C)OC(=O)N1CC[C@@H](NC(=O)OCc2ccccc2)C1. (2) Given the product CCOCCNC(=O)c1ccc(N2CCN(C(=O)c3ccccc3C(F)(F)F)CC2)nn1, predict the reactants needed to synthesize it. The reactants are: CCOCCNC(=O)c1ccc(Cl)nn1.O=C(c1ccccc1C(F)(F)F)N1CCNCC1.